From a dataset of Catalyst prediction with 721,799 reactions and 888 catalyst types from USPTO. Predict which catalyst facilitates the given reaction. Reactant: [CH3:1][O:2][C:3]([C:5]1[S:6][C:7]([N+:20]([O-])=O)=[C:8]([S:10]([C:13]2[CH:18]=[CH:17][CH:16]=[C:15]([Br:19])[CH:14]=2)(=[O:12])=[O:11])[CH:9]=1)=[O:4].CCO.[Cl-].[NH4+]. Product: [CH3:1][O:2][C:3]([C:5]1[S:6][C:7]([NH2:20])=[C:8]([S:10]([C:13]2[CH:18]=[CH:17][CH:16]=[C:15]([Br:19])[CH:14]=2)(=[O:11])=[O:12])[CH:9]=1)=[O:4]. The catalyst class is: 150.